Dataset: Full USPTO retrosynthesis dataset with 1.9M reactions from patents (1976-2016). Task: Predict the reactants needed to synthesize the given product. (1) Given the product [NH2:1][C:2]1[N:3]=[C:4]([CH3:28])[C:5]2=[C:6]([CH2:8][C@H:9]([C:20]3[CH:25]=[CH:24][C:23]([F:26])=[CH:22][C:21]=3[Br:27])[NH:10]/[C:11]/2=[N:12]\[O:13][CH:14]([CH2:18][CH2:17][OH:16])[C:15]([N:30]([CH3:31])[CH3:29])=[O:19])[N:7]=1, predict the reactants needed to synthesize it. The reactants are: [NH2:1][C:2]1[N:3]=[C:4]([CH3:28])[C:5]2=[C:6]([CH2:8][C@H:9]([C:20]3[CH:25]=[CH:24][C:23]([F:26])=[CH:22][C:21]=3[Br:27])[NH:10]/[C:11]/2=[N:12]\[O:13][CH:14]2[CH2:18][CH2:17][O:16][C:15]2=[O:19])[N:7]=1.[CH3:29][NH:30][CH3:31]. (2) Given the product [CH2:1]([O:8][C:9]([C:18]1[CH:23]=[CH:22][C:21]([N:24]2[CH2:29][CH2:28][N:27]([C:30](=[O:33])[CH2:31][N:49]3[C:48](=[O:53])[C:47]([C:44]4[N:43]=[CH:42][C:41]5[O:40][CH2:39][CH2:38][O:37][C:46]=5[CH:45]=4)([CH3:54])[NH:51][C:50]3=[O:52])[CH2:26][CH2:25]2)=[C:20]([CH:34]=[CH:35][CH3:36])[CH:19]=1)([C:14]([F:17])([F:16])[F:15])[C:10]([F:13])([F:12])[F:11])[C:2]1[CH:7]=[CH:6][CH:5]=[CH:4][CH:3]=1, predict the reactants needed to synthesize it. The reactants are: [CH2:1]([O:8][C:9]([C:18]1[CH:23]=[CH:22][C:21]([N:24]2[CH2:29][CH2:28][N:27]([C:30](=[O:33])[CH2:31]Br)[CH2:26][CH2:25]2)=[C:20](/[CH:34]=[CH:35]\[CH3:36])[CH:19]=1)([C:14]([F:17])([F:16])[F:15])[C:10]([F:13])([F:12])[F:11])[C:2]1[CH:7]=[CH:6][CH:5]=[CH:4][CH:3]=1.[O:37]1[C:46]2[CH:45]=[C:44]([C:47]3([CH3:54])[NH:51][C:50](=[O:52])[NH:49][C:48]3=[O:53])[N:43]=[CH:42][C:41]=2[O:40][CH2:39][CH2:38]1. (3) Given the product [CH:1]([O:4][C:5]([N:7]1[CH2:12][CH2:11][CH:10]([O:13][C:14]2[CH:15]=[CH:16][C:17]([C:20]3[CH:25]=[CH:24][C:23]([C@H:26]([NH2:35])[C:27]([N:29]4[CH2:33][CH2:32][C@H:31]([F:34])[CH2:30]4)=[O:28])=[CH:22][CH:21]=3)=[CH:18][CH:19]=2)[CH2:9][CH2:8]1)=[O:6])([CH3:3])[CH3:2], predict the reactants needed to synthesize it. The reactants are: [CH:1]([O:4][C:5]([N:7]1[CH2:12][CH2:11][CH:10]([O:13][C:14]2[CH:19]=[CH:18][C:17]([C:20]3[CH:25]=[CH:24][C:23]([CH:26]([NH:35]C(OC(C)(C)C)=O)[C:27]([N:29]4[CH2:33][CH2:32][C@H:31]([F:34])[CH2:30]4)=[O:28])=[CH:22][CH:21]=3)=[CH:16][CH:15]=2)[CH2:9][CH2:8]1)=[O:6])([CH3:3])[CH3:2].C(O)(C(F)(F)F)=O. (4) Given the product [CH3:1][C:2]1([CH2:6][O:7][S:26]([C:23]2[CH:24]=[CH:25][C:20]([CH3:30])=[CH:21][CH:22]=2)(=[O:28])=[O:27])[CH2:5][CH2:4][CH2:3]1, predict the reactants needed to synthesize it. The reactants are: [CH3:1][C:2]1([CH2:6][OH:7])[CH2:5][CH2:4][CH2:3]1.C(N(CC)CC)C.Cl.CN(C)C.[C:20]1([CH3:30])[CH:25]=[CH:24][C:23]([S:26](Cl)(=[O:28])=[O:27])=[CH:22][CH:21]=1. (5) Given the product [CH3:35][O:37][C:76]([CH:74]1[CH:71]([C:73]([O:67][CH3:63])=[O:81])[CH2:69][CH:70]=[CH:79][CH2:77]1)=[O:29], predict the reactants needed to synthesize it. The reactants are: CCCCCCCN1C(C)=CS/C/1=C/C1SC=C(C)[N+]=1CCCCCCC.[I-].[OH-:29].[Na+].[Na].[Na].[Na].[Na].[C:35](ON(OC(=O)C)CCN(OC(=O)C)OC(=O)C)(=[O:37])C.C=CC1C=CC=CC=1.[C:63]([OH:67])(=O)C=C.C[CH:69]([C:71]([C:74]([C:77](S)([CH3:79])C)([CH3:76])C)([CH3:73])C)[CH3:70].[OH-:81].[NH4+].